This data is from Full USPTO retrosynthesis dataset with 1.9M reactions from patents (1976-2016). The task is: Predict the reactants needed to synthesize the given product. (1) Given the product [CH3:20][O:21][C:22]1[CH:23]=[CH:24][C:25]([CH3:29])=[C:26]([CH:28]=1)[NH:27][C:2]1[CH:7]=[C:6]([C:8]2[CH:13]=[CH:12][CH:11]=[CH:10][N:9]=2)[N:5]=[C:4]([C:14]2[CH:19]=[CH:18][CH:17]=[CH:16][N:15]=2)[N:3]=1, predict the reactants needed to synthesize it. The reactants are: Cl[C:2]1[CH:7]=[C:6]([C:8]2[CH:13]=[CH:12][CH:11]=[CH:10][N:9]=2)[N:5]=[C:4]([C:14]2[CH:19]=[CH:18][CH:17]=[CH:16][N:15]=2)[N:3]=1.[CH3:20][O:21][C:22]1[CH:23]=[CH:24][C:25]([CH3:29])=[C:26]([CH:28]=1)[NH2:27]. (2) Given the product [CH3:5][O:4][N:3]([CH3:2])[C:15](=[O:17])[CH:14]([O:13][CH2:10][CH:11]=[CH2:12])[CH3:19], predict the reactants needed to synthesize it. The reactants are: Cl.[CH3:2][NH:3][O:4][CH3:5].C[Al](C)C.[CH2:10]([O:13][CH:14]([CH3:19])[C:15]([O:17]C)=O)[CH:11]=[CH2:12].O. (3) Given the product [OH:15][C:8]1[C:9]2[C:14](=[CH:13][CH:12]=[CH:11][CH:10]=2)[C:5]([N:4]([O:42][CH3:43])[C:1](=[O:3])[CH3:2])([CH2:37][CH2:38][CH:39]([CH3:41])[CH3:40])[C:6](=[O:36])[C:7]=1[C:16]1[NH:21][C:20]2[CH:22]=[CH:23][C:24]([NH:26][S:53]([CH3:52])(=[O:55])=[O:54])=[CH:25][C:19]=2[S:18](=[O:34])(=[O:35])[N:17]=1, predict the reactants needed to synthesize it. The reactants are: [C:1]([N:4]([O:42][CH3:43])[C:5]1([CH2:37][CH2:38][CH:39]([CH3:41])[CH3:40])[C:14]2[C:9](=[CH:10][CH:11]=[CH:12][CH:13]=2)[C:8]([OH:15])=[C:7]([C:16]2[NH:21][C:20]3[CH:22]=[CH:23][C:24]([NH:26]C(=O)OC(C)(C)C)=[CH:25][C:19]=3[S:18](=[O:35])(=[O:34])[N:17]=2)[C:6]1=[O:36])(=[O:3])[CH3:2].Cl.C(N(CC)CC)C.[CH3:52][S:53](Cl)(=[O:55])=[O:54]. (4) Given the product [F:33][C:34]([F:39])([F:38])[C:35]([OH:37])=[O:36].[F:33][C:34]([F:39])([F:38])[C:35]([OH:37])=[O:36].[N:1]1([C:10]2[N:18]=[C:17]([N:19]3[CH2:20][CH2:21][CH:22]([NH2:25])[CH2:23][CH2:24]3)[N:16]=[C:15]3[C:11]=2[N:12]=[CH:13][NH:14]3)[C:5]2[CH:6]=[CH:7][CH:8]=[CH:9][C:4]=2[N:3]=[CH:2]1, predict the reactants needed to synthesize it. The reactants are: [N:1]1([C:10]2[N:18]=[C:17]([N:19]3[CH2:24][CH2:23][CH:22]([NH:25]C(=O)OC(C)(C)C)[CH2:21][CH2:20]3)[N:16]=[C:15]3[C:11]=2[N:12]=[CH:13][NH:14]3)[C:5]2[CH:6]=[CH:7][CH:8]=[CH:9][C:4]=2[N:3]=[CH:2]1.[F:33][C:34]([F:39])([F:38])[C:35]([OH:37])=[O:36].C1(OC)C=CC=CC=1. (5) Given the product [Cl:52][C:43]1[CH:44]=[C:45]([S:48]([CH3:51])(=[O:49])=[O:50])[CH:46]=[CH:47][C:42]=1[O:41][C:39]1[C:33]2[CH2:34][C:35]([CH3:38])([CH3:37])[O:36][C:32]=2[CH:31]=[C:30]([C:28]([OH:29])=[O:27])[CH:40]=1, predict the reactants needed to synthesize it. The reactants are: CS(C1C=CC(OC2C3CC(C)(C)OC=3C=C(C(O)=O)C=2)=CC=1)(=O)=O.C[O:27][C:28]([C:30]1[CH:40]=[C:39]([O:41][C:42]2[CH:47]=[CH:46][C:45]([S:48]([CH3:51])(=[O:50])=[O:49])=[CH:44][C:43]=2[Cl:52])[C:33]2[CH2:34][C:35]([CH3:38])([CH3:37])[O:36][C:32]=2[CH:31]=1)=[O:29].